From a dataset of Reaction yield outcomes from USPTO patents with 853,638 reactions. Predict the reaction yield, written as a fraction of the theoretical maximum amount of product (1.0 means a 100% yield; for example, 0.34 means a 34% yield). The reactants are [CH2:1]([C@@:8]([OH:28])([CH2:25][CH2:26][OH:27])[C:9]([N:11]1[C@H:15]2[C:16]3[CH:17]=[CH:18][CH:19]=[CH:20][C:21]=3[CH2:22][C@H:14]2[O:13][C:12]1([CH3:24])[CH3:23])=[O:10])[C:2]1[CH:7]=[CH:6][CH:5]=[CH:4][CH:3]=1.CC(OI1(OC(C)=O)(OC(C)=O)OC(=O)C2C=CC=CC1=2)=O.C([O-])(O)=O.[Na+].[O-]S([O-])(=S)=O.[Na+].[Na+]. The catalyst is C(Cl)Cl.CCOCC. The product is [CH2:1]([C@:8]([OH:28])([C:9]([N:11]1[C@H:15]2[C:16]3[CH:17]=[CH:18][CH:19]=[CH:20][C:21]=3[CH2:22][C@H:14]2[O:13][C:12]1([CH3:23])[CH3:24])=[O:10])[CH2:25][CH:26]=[O:27])[C:2]1[CH:7]=[CH:6][CH:5]=[CH:4][CH:3]=1. The yield is 0.720.